Dataset: Reaction yield outcomes from USPTO patents with 853,638 reactions. Task: Predict the reaction yield, written as a fraction of the theoretical maximum amount of product (1.0 means a 100% yield; for example, 0.34 means a 34% yield). (1) The yield is 0.505. The product is [CH2:8]([NH:10][C:11]([N:23]1[C:24]([CH3:26])=[CH:25][C:21]([O:20][C:17]2[CH:18]=[CH:19][C:14]([NH2:13])=[C:15]([C:27]([F:28])([F:29])[F:30])[CH:16]=2)=[N:22]1)=[O:12])[CH3:9]. The reactants are C(N(CC)CC)C.[CH2:8]([N:10]=[C:11]=[O:12])[CH3:9].[NH2:13][C:14]1[CH:19]=[CH:18][C:17]([O:20][C:21]2[CH:25]=[C:24]([CH3:26])[NH:23][N:22]=2)=[CH:16][C:15]=1[C:27]([F:30])([F:29])[F:28].Cl. The catalyst is C(OCC)(=O)C. (2) The yield is 0.390. The reactants are ClC1C=CC=C(C(OO)=[O:9])C=1.C1(C)C=CC=CC=1.[CH3:19][C:20]1[C:25]([CH3:26])=[CH:24][C:23]([CH3:27])=[C:22]([CH2:28][C:29]([CH3:31])=[CH2:30])[C:21]=1[OH:32].O. The catalyst is C(OCC)(=O)C. The product is [CH3:30][C:29]1([CH2:31][OH:9])[CH2:28][C:22]2[C:23]([CH3:27])=[CH:24][C:25]([CH3:26])=[C:20]([CH3:19])[C:21]=2[O:32]1. (3) The reactants are [CH3:1][O:2][C:3](=[O:20])[C:4]1[CH:9]=[C:8]([CH:10]=[O:11])[C:7]([C:12]([F:15])([F:14])[F:13])=[CH:6][C:5]=1[NH:16]C(=O)C.C(=O)([O-])[O-].[K+].[K+].C1(C)C=CC(S([CH2:36][N+:37]#[C-:38])(=O)=O)=CC=1. The catalyst is CO. The product is [CH3:1][O:2][C:3](=[O:20])[C:4]1[CH:9]=[C:8]([C:10]2[O:11][CH:38]=[N:37][CH:36]=2)[C:7]([C:12]([F:13])([F:14])[F:15])=[CH:6][C:5]=1[NH2:16]. The yield is 0.280. (4) The reactants are C([Li])CCC.C(NC(C)C)(C)C.[Br:13][C:14]1[CH:19]=[CH:18][C:17]([F:20])=[CH:16][CH:15]=1.[F:21][CH:22]([F:28])[C:23](OCC)=[O:24]. The catalyst is C1COCC1.[NH4+].[Cl-]. The product is [Br:13][C:14]1[CH:19]=[CH:18][C:17]([F:20])=[C:16]([C:23](=[O:24])[CH:22]([F:28])[F:21])[CH:15]=1. The yield is 0.810. (5) The reactants are [Cl:1][C:2]1[CH:3]=[C:4]([C:9]2[O:13][N:12]=[CH:11][C:10]=2[C:14](OCC)=[O:15])[CH:5]=[CH:6][C:7]=1[Cl:8].[H-].C([Al+]CC(C)C)C(C)C.Cl. The catalyst is O1CCCC1. The product is [Cl:1][C:2]1[CH:3]=[C:4]([C:9]2[O:13][N:12]=[CH:11][C:10]=2[CH2:14][OH:15])[CH:5]=[CH:6][C:7]=1[Cl:8]. The yield is 0.950. (6) The reactants are [CH3:1][S:2]([C:5]1[CH:6]=[CH:7][C:8]([O:14][C:15]([CH3:21])([CH3:20])[C:16]([F:19])([F:18])[F:17])=[C:9]([CH:13]=1)[C:10]([OH:12])=O)(=[O:4])=[O:3].Cl.[F:23][C:24]([F:38])([F:37])[CH2:25][C:26]1[S:30][C:29]([N:31]2[CH2:36][CH2:35][NH:34][CH2:33][CH2:32]2)=[N:28][CH:27]=1. No catalyst specified. The product is [CH3:1][S:2]([C:5]1[CH:6]=[CH:7][C:8]([O:14][C:15]([CH3:20])([CH3:21])[C:16]([F:18])([F:17])[F:19])=[C:9]([C:10]([N:34]2[CH2:35][CH2:36][N:31]([C:29]3[S:30][C:26]([CH2:25][C:24]([F:38])([F:23])[F:37])=[CH:27][N:28]=3)[CH2:32][CH2:33]2)=[O:12])[CH:13]=1)(=[O:4])=[O:3]. The yield is 0.270. (7) The reactants are [C:1]([C:5]1[CH:10]=[C:9]([CH3:11])[CH:8]=[CH:7][C:6]=1[OH:12])([CH3:4])([CH3:3])[CH3:2].C1C[O:16][CH2:15]C1.C(N(CC)CC)C. The catalyst is C1(C)C=CC=CC=1. The product is [C:1]([C:5]1[CH:10]=[C:9]([CH3:11])[CH:8]=[C:7]([CH:15]=[O:16])[C:6]=1[OH:12])([CH3:4])([CH3:3])[CH3:2]. The yield is 0.650. (8) The reactants are [Br:1][C:2]1[CH:7]=[C:6]([O:8][CH3:9])[CH:5]=[C:4]([O:10]C)[CH:3]=1.B(Br)(Br)Br. The catalyst is ClCCl. The product is [Br:1][C:2]1[CH:3]=[C:4]([OH:10])[CH:5]=[C:6]([O:8][CH3:9])[CH:7]=1. The yield is 0.160. (9) The reactants are [Cl:1][C:2]1[CH:24]=[CH:23][C:5]([CH2:6][N:7]([CH2:19][CH:20]([CH3:22])[CH3:21])[S:8]([C:11]2[CH:16]=[CH:15][C:14]([O:17]C)=[CH:13][CH:12]=2)(=[O:10])=[O:9])=[CH:4][CH:3]=1.B(Cl)(Cl)Cl.O.C([O-])(O)=O.[Na+]. The catalyst is C(Cl)Cl.[I-].C([N+](CCCC)(CCCC)CCCC)CCC. The product is [Cl:1][C:2]1[CH:24]=[CH:23][C:5]([CH2:6][N:7]([CH2:19][CH:20]([CH3:22])[CH3:21])[S:8]([C:11]2[CH:16]=[CH:15][C:14]([OH:17])=[CH:13][CH:12]=2)(=[O:9])=[O:10])=[CH:4][CH:3]=1. The yield is 0.640. (10) The reactants are [OH:1][C:2]1[CH:3]=[C:4]2[C:9](=[CH:10][CH:11]=1)[C:8]([C:12]([O:14][CH3:15])=[O:13])=[CH:7][CH:6]=[CH:5]2.CS(O[C@H:21]1[CH2:26][CH2:25][C@H:24]([C:27]([F:30])([F:29])[F:28])[CH2:23][CH2:22]1)(=O)=O.C([O-])([O-])=O.[Cs+].[Cs+]. The catalyst is CC(O)(C)C. The product is [F:28][C:27]([F:30])([F:29])[C@@H:24]1[CH2:25][CH2:26][C@H:21]([O:1][C:2]2[CH:3]=[C:4]3[C:9](=[CH:10][CH:11]=2)[C:8]([C:12]([O:14][CH3:15])=[O:13])=[CH:7][CH:6]=[CH:5]3)[CH2:22][CH2:23]1. The yield is 0.370.